Dataset: Reaction yield outcomes from USPTO patents with 853,638 reactions. Task: Predict the reaction yield, written as a fraction of the theoretical maximum amount of product (1.0 means a 100% yield; for example, 0.34 means a 34% yield). (1) The reactants are Cl.[NH2:2][CH2:3][C:4]1[CH:9]=[CH:8][C:7]([NH:10][S:11]([CH3:14])(=[O:13])=[O:12])=[C:6]([F:15])[CH:5]=1.[Cl:16][C:17]1[N:22]=[CH:21][C:20]([CH:23]=[CH:24][C:25](O)=[O:26])=[C:19]([C:28]([F:31])([F:30])[F:29])[CH:18]=1. No catalyst specified. The product is [Cl:16][C:17]1[N:22]=[CH:21][C:20]([CH:23]=[CH:24][C:25]([NH:2][CH2:3][C:4]2[CH:9]=[CH:8][C:7]([NH:10][S:11]([CH3:14])(=[O:13])=[O:12])=[C:6]([F:15])[CH:5]=2)=[O:26])=[C:19]([C:28]([F:31])([F:29])[F:30])[CH:18]=1. The yield is 0.490. (2) The reactants are II.[CH3:3][C:4]([CH3:9])([CH3:8])[CH2:5][CH2:6]Br.[C:10]([C:12]1[CH:19]=[CH:18][C:15]([CH:16]=[O:17])=[CH:14][CH:13]=1)#[N:11]. The catalyst is C1COCC1. The product is [CH3:3][C:4]([CH3:9])([CH3:8])[CH2:5][CH2:6][C:16]([C:15]1[CH:18]=[CH:19][C:12]([C:10]#[N:11])=[CH:13][CH:14]=1)=[O:17]. The yield is 0.230.